Predict the reaction yield, written as a fraction of the theoretical maximum amount of product (1.0 means a 100% yield; for example, 0.34 means a 34% yield). From a dataset of Reaction yield outcomes from USPTO patents with 853,638 reactions. The reactants are [NH2:1][C:2]1[CH:15]=[CH:14][C:5]([O:6][C:7]2[CH:12]=[CH:11][N:10]=[C:9]([NH2:13])[CH:8]=2)=[CH:4][C:3]=1[Cl:16].Cl[C:18](OC1C=CC=CC=1)=[O:19].[CH2:27]([N:29]([CH2:34][CH3:35])[CH2:30][CH2:31][CH2:32][NH2:33])[CH3:28].C(=O)([O-])O.[Na+]. The catalyst is O1CCCC1.O.C(OCC)(=O)C.CN(C)C=O.C(N(CC)CC)C. The product is [NH2:1][C:2]1[CH:15]=[CH:14][C:5]([O:6][C:7]2[CH:12]=[CH:11][N:10]=[C:9]([NH:13][C:18]([NH:33][CH2:32][CH2:31][CH2:30][N:29]([CH2:34][CH3:35])[CH2:27][CH3:28])=[O:19])[CH:8]=2)=[CH:4][C:3]=1[Cl:16]. The yield is 0.518.